From a dataset of Experimentally validated miRNA-target interactions with 360,000+ pairs, plus equal number of negative samples. Binary Classification. Given a miRNA mature sequence and a target amino acid sequence, predict their likelihood of interaction. (1) The miRNA is hsa-let-7e-5p with sequence UGAGGUAGGAGGUUGUAUAGUU. The protein sequence of the target gene is MAQEEEDVRDYNLTEEQKAIKAKYPPVNRKYEYLDHTADVQLHAWGDTLEEAFEQCAMAMFGYMTDTGTVEPLQTVEVETQGDDLQSLLFHFLDEWLYKFSADEFFIPREVKVLSIDQRNFKLRSIGWGEEFSLSKHPQGTEVKAITYSAMQVYNEENPEVFVIIDI. Result: 1 (interaction). (2) The miRNA is hsa-miR-23b-3p with sequence AUCACAUUGCCAGGGAUUACCAC. Result: 0 (no interaction). The protein sequence of the target gene is MPGVCDRAPDFLSPSEDQVLRPALGSSVALNCTAWVVSGPHCSLPSVQWLKDGLPLGIGGHYSLHEYSWVKANLSEVLVSSVLGVNVTSTEVYGAFTCSIQNISFSSFTLQRAGPTSHVAAVLASLLVLLALLLAALLYVKCRLNVLLWYQDAYGEVEINDGKLYDAYVSYSDCPEDRKFVNFILKPQLERRRGYKLFLDDRDLLPRAEPSADLLVNLSRCRRLIVVLSDAFLSRAWCSHSFREGLCRLLELTRRPIFITFEGQRRDPAHPALRLLRQHRHLVTLLLWRPGSVTPSSDFW.... (3) The miRNA is dre-miR-196b with sequence UAGGUAGUUUCAAGUUGUUGGG. The protein sequence of the target gene is MLSSCVRPVPTTVRFVDSLICNSSRSFMDLKALLSSLNDFASLSFAESWDNVGLLVEPSPPHTVNTLFLTNDLTEEVMEEVLQKKADLILSYHPPIFRPMKRITWNTWKERLVIRALENRVGIYSPHTAYDAAPQGVNNWLAKGLGACTSRPIHPSKAPNYPTEGNHRVEFNVNYTQDLDKVMSAVKGIDGVSVTSFSARTGNEEQTRINLNCTQKALMQVVDFLSRNKQLYQKTEILSLEKPLLLHTGMGRLCTLDESVSLATMIDRIKRHLKLSHIRLALGVGRTLESQVKVVALCAG.... Result: 0 (no interaction). (4) The miRNA is mmu-miR-673-3p with sequence UCCGGGGCUGAGUUCUGUGCACC. The protein sequence of the target gene is MEFPGGNDNYLTITGPSHPFLSGAETFHTPSLGDEEFEIPPISLDSDPSLAVSDVVGHFDDLADPSSSQDGSFSAQYGVQTLDMPVGMTHGLMEQGGGLLSGGLTMDLDHSIGTQYSANPPVTIDVPMTDMTSGLMGHSQLTTIDQSELSSQLGLSLGGGTILPPAQSPEDRLSTTPSPTNSLHEDGVDDFRRQLPAQKTVVVETGKKQKAPKKRKKKDPNEPQKPVSAYALFFRDTQAAIKGQNPNATFGEVSKIVASMWDSLGEEQKQVYKRKTEAAKKEYLKALAAYKDNQECQATV.... Result: 1 (interaction). (5) The miRNA is hsa-miR-548az-5p with sequence CAAAAGUGAUUGUGGUUUUUGC. The protein sequence of the target gene is MAQWNQLQQLDTRYLEQLHQLYSDSFPMELRQFLAPWIESQDWAYAASKESHATLVFHNLLGEIDQQYSRFLQESNVLYQHNLRRIKQFLQSRYLEKPMEIARIVARCLWEESRLLQTAATAAQQGGQANHPTAAVVTEKQQMLEQHLQDVRKRVQDLEQKMKVVENLQDDFDFNYKTLKSQGDMQDLNGNNQSVTRQKMQQLEQMLTALDQMRRSIVSELAGLLSAMEYVQKTLTDEELADWKRRQQIACIGGPPNICLDRLENWITSLAESQLQTRQQIKKLEELQQKVSYKGDPIVQ.... Result: 0 (no interaction). (6) The miRNA is ssc-miR-34c with sequence AGGCAGUGUAGUUAGCUGAUUGC. The protein sequence of the target gene is MKTAENIRGTGSDGPRKRGLCVLCGLPAAGKSTFARALAHRLQQEQGWAIGVVAYDDVMPDAFLAGARARPAPSQWKLLRQELLKYLEYFLMAVINGCQMSVPPNRTEAMWEDFITCLKDQDLIFSAAFEAQSCYLLTKTAVSRPLFLVLDDNFYYQSMRYEVYQLARKYSLGFCQLFLDCPLETCLQRNGQRPQALPPETIHLMGRKLEKPNPEKNAWEHNSLTIPSPACASEASLEVTDLLLTALENPVKYAEDNMEQKDTDRIICSTNILHKTDQTLRRIVSQTMKEAKGNQEAFSE.... Result: 0 (no interaction).